From a dataset of Peptide-MHC class I binding affinity with 185,985 pairs from IEDB/IMGT. Regression. Given a peptide amino acid sequence and an MHC pseudo amino acid sequence, predict their binding affinity value. This is MHC class I binding data. (1) The peptide sequence is LTDEQKNAV. The MHC is HLA-A02:19 with pseudo-sequence HLA-A02:19. The binding affinity (normalized) is 0.0847. (2) The peptide sequence is AYNVVNKGHF. The MHC is HLA-A26:01 with pseudo-sequence HLA-A26:01. The binding affinity (normalized) is 0.0266. (3) The peptide sequence is GPCAGDFAF. The MHC is HLA-B07:02 with pseudo-sequence HLA-B07:02. The binding affinity (normalized) is 0. (4) The peptide sequence is QYPAFVLFI. The MHC is HLA-A69:01 with pseudo-sequence HLA-A69:01. The binding affinity (normalized) is 0.0847. (5) The peptide sequence is KYFDDVTAF. The MHC is HLA-A69:01 with pseudo-sequence HLA-A69:01. The binding affinity (normalized) is 0.0847. (6) The peptide sequence is LMNVITLVY. The MHC is HLA-A23:01 with pseudo-sequence HLA-A23:01. The binding affinity (normalized) is 0.0442.